This data is from Forward reaction prediction with 1.9M reactions from USPTO patents (1976-2016). The task is: Predict the product of the given reaction. Given the reactants [CH:1]1([C:6]([CH3:17])([C:12]([O:14]CC)=O)[C:7]([O:9]CC)=O)[CH2:5][CH2:4][CH2:3][CH2:2]1.[CH3:18][NH:19][C:20]([NH2:22])=[O:21], predict the reaction product. The product is: [CH:1]1([C:6]2([CH3:17])[C:7](=[O:9])[N:19]([CH3:18])[C:20](=[O:21])[NH:22][C:12]2=[O:14])[CH2:2][CH2:3][CH2:4][CH2:5]1.